This data is from Full USPTO retrosynthesis dataset with 1.9M reactions from patents (1976-2016). The task is: Predict the reactants needed to synthesize the given product. (1) Given the product [F:1][C:2]([F:10])([F:11])[C:3]1[CH:9]=[CH:8][C:6]([NH:7][C:13]([CH2:19][CH3:20])=[CH:14][C:15]([O:17][CH3:18])=[O:16])=[CH:5][CH:4]=1, predict the reactants needed to synthesize it. The reactants are: [F:1][C:2]([F:11])([F:10])[C:3]1[CH:9]=[CH:8][C:6]([NH2:7])=[CH:5][CH:4]=1.O=[C:13]([CH2:19][CH3:20])[CH2:14][C:15]([O:17][CH3:18])=[O:16].C1(C)C=CC=CC=1. (2) Given the product [CH:12]1([CH2:11][O:10][C:4]2[CH:3]=[C:2]([B:24]3[O:28][C:27]([CH3:30])([CH3:29])[C:26]([CH3:32])([CH3:31])[O:25]3)[CH:7]=[CH:6][C:5]=2[O:8][CH3:9])[CH2:14][CH2:13]1, predict the reactants needed to synthesize it. The reactants are: Br[C:2]1[CH:7]=[CH:6][C:5]([O:8][CH3:9])=[C:4]([O:10][CH2:11][CH:12]2[CH2:14][CH2:13]2)[CH:3]=1.C([Li])(CC)C.C(O[B:24]1[O:28][C:27]([CH3:30])([CH3:29])[C:26]([CH3:32])([CH3:31])[O:25]1)(C)C.[Cl-].[NH4+]. (3) Given the product [CH:30]1([C:2]2[N:7]=[C:6]([C:8]([NH2:10])=[O:9])[C:5]([NH:11][C:12]3[CH:17]=[CH:16][CH:15]=[C:14]([S:18]([CH3:21])(=[O:20])=[O:19])[CH:13]=3)=[N:4][C:3]=2[NH:22][C@H:23]2[CH2:28][CH2:27][C@H:26]([OH:29])[CH2:25][CH2:24]2)[CH2:32][CH2:31]1, predict the reactants needed to synthesize it. The reactants are: Br[C:2]1[N:7]=[C:6]([C:8]([NH2:10])=[O:9])[C:5]([NH:11][C:12]2[CH:17]=[CH:16][CH:15]=[C:14]([S:18]([CH3:21])(=[O:20])=[O:19])[CH:13]=2)=[N:4][C:3]=1[NH:22][C@H:23]1[CH2:28][CH2:27][C@H:26]([OH:29])[CH2:25][CH2:24]1.[CH:30]1(B(O)O)[CH2:32][CH2:31]1.C(=O)([O-])[O-].[K+].[K+].O1CCOCC1. (4) Given the product [CH3:21][C:22]1[CH:30]=[CH:29][C:28]([CH3:31])=[CH:27][C:23]=1[C:24]([N:13]1[CH2:14][CH:15]2[CH:11]([CH2:10][N:9]([C:4]3[N:5]=[C:6]([CH3:8])[CH:7]=[C:2]([CH3:1])[N:3]=3)[CH2:16]2)[CH2:12]1)=[O:25], predict the reactants needed to synthesize it. The reactants are: [CH3:1][C:2]1[CH:7]=[C:6]([CH3:8])[N:5]=[C:4]([N:9]2[CH2:16][CH:15]3[CH:11]([CH2:12][NH:13][CH2:14]3)[CH2:10]2)[N:3]=1.CC(O)=O.[CH3:21][C:22]1[CH:30]=[CH:29][C:28]([CH3:31])=[CH:27][C:23]=1[C:24](O)=[O:25]. (5) The reactants are: [F:1][C:2]1[CH:3]=[C:4]([N:9]2[C:13]([CH3:15])([CH3:14])[C:12](=[O:16])[N:11]([C:17]3[CH:24]=[CH:23][C:20]([C:21]#[N:22])=[C:19]([C:25]([F:28])([F:27])[F:26])[CH:18]=3)[C:10]2=[S:29])[CH:5]=[CH:6][C:7]=1[OH:8].[CH:30]12[O:35][CH:34]1[CH2:33][N:32]([C:36]([O:38][C:39]([CH3:42])([CH3:41])[CH3:40])=[O:37])[CH2:31]2.C(N(CC)C(C)C)(C)C.O. Given the product [C:21]([C:20]1[CH:23]=[CH:24][C:17]([N:11]2[C:12](=[O:16])[C:13]([CH3:14])([CH3:15])[N:9]([C:4]3[CH:5]=[CH:6][C:7]([O:8][CH:34]4[CH:30]([OH:35])[CH2:31][N:32]([C:36]([O:38][C:39]([CH3:42])([CH3:41])[CH3:40])=[O:37])[CH2:33]4)=[C:2]([F:1])[CH:3]=3)[C:10]2=[S:29])=[CH:18][C:19]=1[C:25]([F:26])([F:27])[F:28])#[N:22], predict the reactants needed to synthesize it. (6) Given the product [O:4]=[C:3]([C:5]1[CH:10]=[CH:9][CH:8]=[CH:7][CH:6]=1)[CH2:2][S:17][C:18]1[CH:26]=[CH:25][C:21]([C:22]([OH:24])=[O:23])=[CH:20][CH:19]=1, predict the reactants needed to synthesize it. The reactants are: Br[CH2:2][C:3]([C:5]1[CH:10]=[CH:9][CH:8]=[CH:7][CH:6]=1)=[O:4].C([O-])([O-])=O.[K+].[K+].[SH:17][C:18]1[CH:26]=[CH:25][C:21]([C:22]([OH:24])=[O:23])=[CH:20][CH:19]=1. (7) The reactants are: [Cl:1][C:2]1[CH:11]=[CH:10][C:5]2[C:6](=O)[CH2:7][O:8][C:4]=2[CH:3]=1.[C:12]([CH:15]=P(C1C=CC=CC=1)(C1C=CC=CC=1)C1C=CC=CC=1)([OH:14])=[O:13].[C:35]1(C)C=CC=C[CH:36]=1. Given the product [CH2:35]([O:14][C:12](=[O:13])[CH2:15][C:6]1[C:5]2[CH:10]=[CH:11][C:2]([Cl:1])=[CH:3][C:4]=2[O:8][CH:7]=1)[CH3:36], predict the reactants needed to synthesize it. (8) The reactants are: O[C:2]1[C:3]2[N:11]=[CH:10][CH:9]=[C:8]([C:12]([NH2:14])=[O:13])[C:4]=2[N:5]=[CH:6][N:7]=1.Cl.[NH2:16][C@@H:17]([C:33]1[CH:38]=[C:37]([C:39]([F:42])([F:41])[F:40])[CH:36]=[C:35]([F:43])[CH:34]=1)[CH2:18][N:19]([CH3:32])S(C1C=CC([N+]([O-])=O)=CC=1)(=O)=O. Given the product [F:43][C:35]1[CH:34]=[C:33]([C@H:17]([NH:16][C:2]2[C:3]3[N:11]=[CH:10][CH:9]=[C:8]([C:12]([NH2:14])=[O:13])[C:4]=3[N:5]=[CH:6][N:7]=2)[CH2:18][NH:19][CH3:32])[CH:38]=[C:37]([C:39]([F:42])([F:41])[F:40])[CH:36]=1, predict the reactants needed to synthesize it. (9) Given the product [C:1]12([NH:6][C:7]([C:9]3[CH:14]=[C:13]([N:15]4[CH2:20][CH2:19][CH:18]([C:21]5[C:29]6[C:24](=[N:25][CH:26]=[CH:27][CH:28]=6)[NH:23][N:22]=5)[CH2:17][CH2:16]4)[N:12]=[C:11]([O:31][CH2:32][C@H:33]4[CH2:35][C@H:34]4[C:36]#[N:37])[N:10]=3)=[O:8])[CH2:5][CH:3]([CH2:4]1)[CH2:2]2, predict the reactants needed to synthesize it. The reactants are: [C:1]12([NH:6][C:7]([C:9]3[CH:14]=[C:13]([N:15]4[CH2:20][CH2:19][CH:18]([C:21]5[C:29]6[C:24](=[N:25][CH:26]=[CH:27][CH:28]=6)[NH:23][N:22]=5)[CH2:17][CH2:16]4)[N:12]=[C:11](Cl)[N:10]=3)=[O:8])[CH2:5][CH:3]([CH2:4]1)[CH2:2]2.[OH:31][CH2:32][C@H:33]1[CH2:35][C@H:34]1[C:36]#[N:37].C1OCCOCCOCCOCCOCCOC1.C[Si]([N-][Si](C)(C)C)(C)C.[K+].